From a dataset of Aqueous solubility values for 9,982 compounds from the AqSolDB database. Regression/Classification. Given a drug SMILES string, predict its absorption, distribution, metabolism, or excretion properties. Task type varies by dataset: regression for continuous measurements (e.g., permeability, clearance, half-life) or binary classification for categorical outcomes (e.g., BBB penetration, CYP inhibition). For this dataset (solubility_aqsoldb), we predict Y. (1) The drug is COC(=O)c1cc(C)ccc1C1=NC(C)(C(C)C)C(=O)N1. The Y is -2.33 log mol/L. (2) The molecule is CN1CCC23C=CC=CC2C1Cc1ccc(O)c(O)c13. The Y is -1.72 log mol/L.